From a dataset of Full USPTO retrosynthesis dataset with 1.9M reactions from patents (1976-2016). Predict the reactants needed to synthesize the given product. (1) Given the product [N+:18]([C:21]1[S:25][C:24]([S:26]([N:16]2[CH2:15][CH2:14][NH:13][C@@H:12]([CH2:11][N:6]3[CH2:7][CH2:8][O:9][CH2:10][C@@H:5]3[CH3:4])[CH2:17]2)(=[O:28])=[O:27])=[CH:23][CH:22]=1)([O-:20])=[O:19], predict the reactants needed to synthesize it. The reactants are: Cl.Cl.Cl.[CH3:4][C@H:5]1[CH2:10][O:9][CH2:8][CH2:7][N:6]1[CH2:11][C@H:12]1[CH2:17][NH:16][CH2:15][CH2:14][NH:13]1.[N+:18]([C:21]1[S:25][C:24]([S:26](Cl)(=[O:28])=[O:27])=[CH:23][CH:22]=1)([O-:20])=[O:19]. (2) Given the product [Cl:14][C:10]1[CH:9]=[C:8]([C:6]2[N:24]=[C:23]([S:22][CH3:21])[NH:25][C:4](=[O:3])[CH:5]=2)[CH:13]=[CH:12][N:11]=1, predict the reactants needed to synthesize it. The reactants are: C([O:3][C:4](=O)[CH2:5][C:6]([C:8]1[CH:13]=[CH:12][N:11]=[C:10]([Cl:14])[CH:9]=1)=O)C.S(O)(O)(=O)=O.[CH3:21][S:22][C:23](=[NH:25])[NH2:24]. (3) Given the product [Cl:21][C:17]1[CH:16]=[C:15]([S:12]([NH:11][C:9]2[CH:8]=[C:7]([CH3:22])[N:6]=[C:5]3[S:4][C:3]([C:23]4[CH:27]=[N:26][NH:25][CH:24]=4)=[C:2]([C:45]4[CH:44]=[CH:43][CH:42]=[C:41]([N:38]5[CH2:37][CH2:36][O:35][CH2:40][CH2:39]5)[CH:46]=4)[C:10]=23)(=[O:14])=[O:13])[CH:20]=[CH:19][CH:18]=1, predict the reactants needed to synthesize it. The reactants are: Br[C:2]1[C:10]2[C:5](=[N:6][C:7]([CH3:22])=[CH:8][C:9]=2[NH:11][S:12]([C:15]2[CH:20]=[CH:19][CH:18]=[C:17]([Cl:21])[CH:16]=2)(=[O:14])=[O:13])[S:4][C:3]=1[C:23]1[CH:24]=[N:25][N:26](C(OC(C)(C)C)=O)[CH:27]=1.[O:35]1[CH2:40][CH2:39][N:38]([C:41]2[CH:42]=[C:43](B(O)O)[CH:44]=[CH:45][CH:46]=2)[CH2:37][CH2:36]1.C(=O)([O-])[O-].[K+].[K+].O1CCOCC1. (4) The reactants are: [F:1][C:2]1[CH:7]=[CH:6][C:5]([C:8]2[N:12]([C:13]3[CH:18]=[CH:17][CH:16]=[CH:15][CH:14]=3)[N:11]=[CH:10][C:9]=2[C:19]([O:21]CC)=[O:20])=[CH:4][CH:3]=1.[OH-].[Na+].Cl. Given the product [F:1][C:2]1[CH:3]=[CH:4][C:5]([C:8]2[N:12]([C:13]3[CH:18]=[CH:17][CH:16]=[CH:15][CH:14]=3)[N:11]=[CH:10][C:9]=2[C:19]([OH:21])=[O:20])=[CH:6][CH:7]=1, predict the reactants needed to synthesize it.